Dataset: Peptide-MHC class II binding affinity with 134,281 pairs from IEDB. Task: Regression. Given a peptide amino acid sequence and an MHC pseudo amino acid sequence, predict their binding affinity value. This is MHC class II binding data. (1) The peptide sequence is NGRLITANPVVTKKE. The MHC is DRB1_0301 with pseudo-sequence DRB1_0301. The binding affinity (normalized) is 0.503. (2) The peptide sequence is AVFEAALTKAITAMT. The MHC is HLA-DPA10201-DPB10501 with pseudo-sequence HLA-DPA10201-DPB10501. The binding affinity (normalized) is 0.300. (3) The peptide sequence is PPAGTRKIMKVVNRW. The MHC is DRB1_0404 with pseudo-sequence DRB1_0404. The binding affinity (normalized) is 0.657.